From a dataset of Peptide-MHC class II binding affinity with 134,281 pairs from IEDB. Regression. Given a peptide amino acid sequence and an MHC pseudo amino acid sequence, predict their binding affinity value. This is MHC class II binding data. (1) The peptide sequence is LGHRDALEDDLLNRN. The MHC is HLA-DQA10501-DQB10301 with pseudo-sequence HLA-DQA10501-DQB10301. The binding affinity (normalized) is 0. (2) The peptide sequence is YAHAAHAAHAAHAAHAA. The MHC is DRB1_0404 with pseudo-sequence DRB1_0404. The binding affinity (normalized) is 0.310.